This data is from Peptide-MHC class II binding affinity with 134,281 pairs from IEDB. The task is: Regression. Given a peptide amino acid sequence and an MHC pseudo amino acid sequence, predict their binding affinity value. This is MHC class II binding data. The peptide sequence is ARILLLVPSISLLSQ. The MHC is HLA-DPA10103-DPB10401 with pseudo-sequence HLA-DPA10103-DPB10401. The binding affinity (normalized) is 0.583.